This data is from Forward reaction prediction with 1.9M reactions from USPTO patents (1976-2016). The task is: Predict the product of the given reaction. (1) Given the reactants C[O:2][C:3](=[O:30])[C@H:4]([CH2:22][C:23]1[CH:28]=[CH:27][C:26]([NH2:29])=[CH:25][CH:24]=1)[NH:5][C:6]([C:8]1([CH2:13][C:14]2[CH:19]=[CH:18][C:17]([O:20][CH3:21])=[CH:16][CH:15]=2)[CH2:12][CH2:11][CH2:10][CH2:9]1)=[O:7].[CH3:31][C:32]1[CH:40]=[CH:39][C:38]([N+:41]([O-:43])=[O:42])=[CH:37][C:33]=1[C:34](O)=[O:35], predict the reaction product. The product is: [CH3:21][O:20][C:17]1[CH:18]=[CH:19][C:14]([CH2:13][C:8]2([C:6]([NH:5][C@H:4]([C:3]([OH:2])=[O:30])[CH2:22][C:23]3[CH:28]=[CH:27][C:26]([NH:29][C:34]([C:33]4[CH:37]=[C:38]([N+:41]([O-:43])=[O:42])[CH:39]=[CH:40][C:32]=4[CH3:31])=[O:35])=[CH:25][CH:24]=3)=[O:7])[CH2:12][CH2:11][CH2:10][CH2:9]2)=[CH:15][CH:16]=1. (2) Given the reactants [OH:1][C:2]1[CH:9]=[CH:8][C:5]([CH:6]=[O:7])=[CH:4][CH:3]=1.C(=O)([O-])[O-].[K+].[K+].Br[CH2:17][CH:18]1[CH2:20][CH2:19]1, predict the reaction product. The product is: [CH:18]1([CH2:17][O:1][C:2]2[CH:9]=[CH:8][C:5]([CH:6]=[O:7])=[CH:4][CH:3]=2)[CH2:20][CH2:19]1. (3) The product is: [CH:24]1([CH2:30][N:31]2[C:32]3=[N:37][CH:36]=[C:35]([NH:38][C:39](=[O:44])[C:40]([CH3:42])([CH3:41])[CH3:43])[CH:34]=[C:33]3[CH:45]=[C:13]2[CH2:14][C:15]2[CH:20]=[CH:19][CH:18]=[C:17]([O:21][CH3:22])[CH:16]=2)[CH2:29][CH2:28][CH2:27][CH2:26][CH2:25]1. Given the reactants [CH3:22][O:21][C:17]1[CH:16]=[C:15]([CH2:14][C:13](O[C:13](=O)[CH2:14][C:15]2[CH:20]=[CH:19][CH:18]=[C:17]([O:21][CH3:22])[CH:16]=2)=O)[CH:20]=[CH:19][CH:18]=1.[CH:24]1([CH2:30][NH:31][C:32]2[N:37]=[CH:36][C:35]([NH:38][C:39](=[O:44])[C:40]([CH3:43])([CH3:42])[CH3:41])=[CH:34][C:33]=2[CH3:45])[CH2:29][CH2:28][CH2:27][CH2:26][CH2:25]1, predict the reaction product. (4) Given the reactants [ClH:1].Cl.[NH:3]1[CH2:6][CH:5]([O:7][C:8]2[CH:17]=[CH:16][CH:15]=[C:14]3[C:9]=2[CH:10]=[CH:11]N=[CH:13]3)[CH2:4]1.N1CC(OC2C=CC=C3C=2C=CN=C3C(C2C=CC=CC=2)C2C=CC=CC=2)C1, predict the reaction product. The product is: [ClH:1].[Cl:1][C:17]1[C:8]([O:7][CH:5]2[CH2:6][NH:3][CH2:4]2)=[C:9]2[C:14](=[CH:15][CH:16]=1)[CH2:13][CH2:11][CH2:10]2. (5) Given the reactants [CH3:1][O:2][C:3]1[CH:8]=[CH:7][C:6]([CH2:9][N:10]2[C:19]3[C:14](=[CH:15][CH:16]=[CH:17][CH:18]=3)[C:13](=S)[C:12]([C:21](OCC)=[O:22])=[CH:11]2)=[CH:5][CH:4]=1.Cl.[F:27][C:28]1[CH:33]=[CH:32][CH:31]=[CH:30][C:29]=1[NH:34][NH2:35].C(=O)([O-])[O-].[K+].[K+].NN.C(=O)(O)[O-].[Na+], predict the reaction product. The product is: [F:27][C:28]1[CH:33]=[CH:32][CH:31]=[CH:30][C:29]=1[N:34]1[C:21](=[O:22])[C:12]2=[CH:11][N:10]([CH2:9][C:6]3[CH:7]=[CH:8][C:3]([O:2][CH3:1])=[CH:4][CH:5]=3)[C:19]3[CH:18]=[CH:17][CH:16]=[CH:15][C:14]=3[C:13]2=[N:35]1. (6) Given the reactants FC(F)(F)C(O)=O.[CH2:8]([O:12][C:13]1[N:21]=[C:20]2[C:16]([N:17]=[C:18]([O:22][CH3:23])[NH:19]2)=[C:15]([NH2:24])[N:14]=1)[CH2:9][CH2:10][CH3:11].C(=O)([O-])[O-].[K+].[K+].Br[CH2:32][CH:33]1[CH2:38][CH2:37][O:36][C:35]([CH3:40])([CH3:39])[CH2:34]1, predict the reaction product. The product is: [CH2:8]([O:12][C:13]1[N:21]=[C:20]2[C:16]([N:17]=[C:18]([O:22][CH3:23])[N:19]2[CH2:32][CH:33]2[CH2:38][CH2:37][O:36][C:35]([CH3:40])([CH3:39])[CH2:34]2)=[C:15]([NH2:24])[N:14]=1)[CH2:9][CH2:10][CH3:11].